From a dataset of Reaction yield outcomes from USPTO patents with 853,638 reactions. Predict the reaction yield, written as a fraction of the theoretical maximum amount of product (1.0 means a 100% yield; for example, 0.34 means a 34% yield). (1) The reactants are [CH3:1][NH:2][C:3]([C:5]1[N:6]([C:15]2[CH:20]=[CH:19][C:18]([CH:21]([NH2:23])[CH3:22])=[CH:17][CH:16]=2)[C:7]2[C:12]([C:13]=1[Cl:14])=[CH:11][CH:10]=[CH:9][CH:8]=2)=[O:4].[F:24][C:25]([F:36])([F:35])[C:26]([NH:28][C:29]1([C:32](O)=[O:33])[CH2:31][CH2:30]1)=[O:27].Cl.CN(C)CCCN=C=NCC.C(N(CC)CC)C. The catalyst is ClCCl.O.OC1C2N=NNC=2C=CC=1. The product is [CH3:1][NH:2][C:3]([C:5]1[N:6]([C:15]2[CH:16]=[CH:17][C:18]([CH:21]([NH:23][C:32]([C:29]3([NH:28][C:26](=[O:27])[C:25]([F:24])([F:35])[F:36])[CH2:30][CH2:31]3)=[O:33])[CH3:22])=[CH:19][CH:20]=2)[C:7]2[C:12]([C:13]=1[Cl:14])=[CH:11][CH:10]=[CH:9][CH:8]=2)=[O:4]. The yield is 0.730. (2) The reactants are [CH3:1][O:2][CH:3]1[CH2:8][CH2:7][CH:6]([C:9]([OH:11])=O)[CH2:5][CH2:4]1.C1C=CC2N(O)N=NC=2C=1.CN(C(ON1N=NC2C=CC=CC1=2)=[N+](C)C)C.F[P-](F)(F)(F)(F)F.[NH:46]1[CH2:49][CH:48]([C:50]([N:52]2[CH2:58][CH2:57][CH2:56][N:55]([CH:59]3[CH2:62][CH2:61][CH2:60]3)[CH2:54][CH2:53]2)=[O:51])[CH2:47]1. The catalyst is CN(C=O)C.C(Cl)Cl.C(Cl)Cl. The product is [CH:59]1([N:55]2[CH2:56][CH2:57][CH2:58][N:52]([C:50]([CH:48]3[CH2:47][N:46]([C:9]([CH:6]4[CH2:5][CH2:4][CH:3]([O:2][CH3:1])[CH2:8][CH2:7]4)=[O:11])[CH2:49]3)=[O:51])[CH2:53][CH2:54]2)[CH2:62][CH2:61][CH2:60]1. The yield is 0.110. (3) The reactants are C[O:2][C:3](=O)[C:4]1[CH:9]=[CH:8][CH:7]=[C:6]([OH:10])[CH:5]=1.[CH3:12][NH2:13]. The catalyst is CO. The product is [OH:10][C:6]1[CH:5]=[C:4]([CH:9]=[CH:8][CH:7]=1)[C:3]([NH:13][CH3:12])=[O:2]. The yield is 0.604. (4) The reactants are [Cl:1][C:2]1[CH:10]=[C:9]2[C:5]([C:6]([C:18]3[N:19]=[C:20]4[C:26]([C:27]([NH:29][CH:30]([CH3:32])[CH3:31])=[O:28])=[CH:25][N:24](COCC[Si](C)(C)C)[C:21]4=[N:22][CH:23]=3)=[N:7][N:8]2[CH2:11][C:12]2[N:13]([CH3:17])[CH:14]=[CH:15][N:16]=2)=[CH:4][CH:3]=1.FC(F)(F)C(O)=O. The catalyst is ClC(Cl)C. The product is [Cl:1][C:2]1[CH:10]=[C:9]2[C:5]([C:6]([C:18]3[N:19]=[C:20]4[C:26]([C:27]([NH:29][CH:30]([CH3:32])[CH3:31])=[O:28])=[CH:25][NH:24][C:21]4=[N:22][CH:23]=3)=[N:7][N:8]2[CH2:11][C:12]2[N:13]([CH3:17])[CH:14]=[CH:15][N:16]=2)=[CH:4][CH:3]=1. The yield is 1.06. (5) The reactants are [NH2:1][C:2]1[C:11]2[CH:10]=[CH:9][CH:8]=[C:7](Br)[C:6]=2[N:5]=[C:4]2[CH2:13][N:14]([CH2:17][CH2:18][CH3:19])[C:15](=[O:16])[C:3]=12.[F:20][C:21]1[CH:26]=[CH:25][CH:24]=[C:23]([O:27][CH3:28])[C:22]=1B(O)O. No catalyst specified. The product is [NH2:1][C:2]1[C:11]2[CH:10]=[CH:9][CH:8]=[C:7]([C:22]3[C:23]([O:27][CH3:28])=[CH:24][CH:25]=[CH:26][C:21]=3[F:20])[C:6]=2[N:5]=[C:4]2[CH2:13][N:14]([CH2:17][CH2:18][CH3:19])[C:15](=[O:16])[C:3]=12. The yield is 0.430. (6) The reactants are [Br:1][C:2]1[CH:3]=[C:4]2[C:9](=[CH:10][CH:11]=1)[CH:8]=[C:7]([OH:12])[CH:6]=[CH:5]2.S(Cl)([Cl:16])(=O)=O.O. The catalyst is C(Cl)(Cl)Cl. The product is [Br:1][C:2]1[CH:3]=[C:4]2[C:9](=[CH:10][CH:11]=1)[C:8]([Cl:16])=[C:7]([OH:12])[CH:6]=[CH:5]2. The yield is 0.483. (7) The reactants are [CH2:1]([O:3][C:4](=[O:19])/[CH:5]=[C:6](/[O:8][C:9]1[CH:14]=[CH:13][CH:12]=[C:11]([O:15][CH3:16])[C:10]=1[O:17][CH3:18])\[CH3:7])[CH3:2].[Br:20]N1C(=O)CCC1=O.C(OOC(=O)C1C=CC=CC=1)(=O)C1C=CC=CC=1. The catalyst is C(Cl)(Cl)(Cl)Cl. The product is [CH2:1]([O:3][C:4](=[O:19])/[CH:5]=[C:6](/[O:8][C:9]1[CH:14]=[CH:13][CH:12]=[C:11]([O:15][CH3:16])[C:10]=1[O:17][CH3:18])\[CH2:7][Br:20])[CH3:2]. The yield is 0.570.